Dataset: Peptide-MHC class II binding affinity with 134,281 pairs from IEDB. Task: Regression. Given a peptide amino acid sequence and an MHC pseudo amino acid sequence, predict their binding affinity value. This is MHC class II binding data. (1) The peptide sequence is DVKFPGGGQIVGGVYLLPRR. The MHC is DRB1_0101 with pseudo-sequence DRB1_0101. The binding affinity (normalized) is 0.289. (2) The peptide sequence is KIFGSLAFLPESFDGDPA. The MHC is HLA-DQA10401-DQB10402 with pseudo-sequence HLA-DQA10401-DQB10402. The binding affinity (normalized) is 0.699. (3) The peptide sequence is AARLLSIRAMSTKFS. The MHC is HLA-DQA10201-DQB10202 with pseudo-sequence HLA-DQA10201-DQB10202. The binding affinity (normalized) is 0.206.